This data is from Catalyst prediction with 721,799 reactions and 888 catalyst types from USPTO. The task is: Predict which catalyst facilitates the given reaction. (1) Reactant: [F:1][C:2]([F:15])([C:8]1[N:13]=[CH:12][C:11]([F:14])=[CH:10][N:9]=1)[C:3]([O:5]CC)=[O:4].CO.[OH-].[Na+:19]. Product: [F:15][C:2]([F:1])([C:8]1[N:13]=[CH:12][C:11]([F:14])=[CH:10][N:9]=1)[C:3]([O-:5])=[O:4].[Na+:19]. The catalyst class is: 1. (2) Reactant: [Cr](Cl)([O-])(=O)=O.[NH+]1C=CC=CC=1.[CH3:12][C@H:13]([C@H:16]([CH3:20])[CH2:17][CH2:18][CH3:19])[CH2:14][OH:15]. Product: [CH3:12][C@H:13]([C@H:16]([CH3:20])[CH2:17][CH2:18][CH3:19])[CH:14]=[O:15]. The catalyst class is: 4.